From a dataset of Catalyst prediction with 721,799 reactions and 888 catalyst types from USPTO. Predict which catalyst facilitates the given reaction. (1) The catalyst class is: 4. Product: [I:1][C:2]1[CH:3]=[CH:4][C:5]([C@H:8]2[C@@H:9]([NH:13][S:28]([CH:25]([CH3:27])[CH3:26])(=[O:30])=[O:29])[CH2:10][CH2:37][O:38]2)=[CH:6][CH:7]=1. Reactant: [I:1][C:2]1[CH:7]=[CH:6][C:5]([C@H:8]2CO[CH2:10][C@H:9]2[NH2:13])=[CH:4][CH:3]=1.C1CCN2C(=NCCC2)CC1.[CH:25]([S:28](Cl)(=[O:30])=[O:29])([CH3:27])[CH3:26].[NH4+].[Cl-].ClCCl.[CH3:37][OH:38]. (2) Reactant: [Br:1][C:2]1[CH:6]=[C:5]([N:7]2[CH2:11][CH2:10][CH2:9][C@@H:8]2[CH2:12]O)[N:4]([CH3:14])[N:3]=1.[CH2:15]([N:17](CC)CC)C.CS(Cl)(=O)=O. Product: [Br:1][C:2]1[CH:6]=[C:5]([N:7]2[CH2:11][CH2:10][CH2:9][C@@H:8]2[CH2:12][NH:17][CH3:15])[N:4]([CH3:14])[N:3]=1. The catalyst class is: 7. (3) Reactant: [N:1]1[CH:6]=[CH:5][CH:4]=[CH:3][C:2]=1[O:7][C:8]1[CH:17]=[CH:16][C:11]([C:12]([O:14]C)=[O:13])=[CH:10][CH:9]=1.[Li+].[OH-].C1COCC1.C(O)(=O)CC(CC(O)=O)(C(O)=O)O. Product: [N:1]1[CH:6]=[CH:5][CH:4]=[CH:3][C:2]=1[O:7][C:8]1[CH:17]=[CH:16][C:11]([C:12]([OH:14])=[O:13])=[CH:10][CH:9]=1. The catalyst class is: 72. (4) Reactant: [Cl:1][C:2]1[CH:27]=[CH:26][C:5]([O:6][C:7]([N:9]([CH2:11][C@H:12]2[CH2:17][CH2:16][C@H:15]([C:18]#[C:19][CH2:20]OS(C)(=O)=O)[CH2:14][CH2:13]2)[CH3:10])=[O:8])=[CH:4][CH:3]=1.[NH:28]1[CH2:33][CH2:32][CH2:31][CH2:30][CH2:29]1. Product: [Cl:1][C:2]1[CH:27]=[CH:26][C:5]([O:6][C:7](=[O:8])[N:9]([CH3:10])[CH2:11][C@H:12]2[CH2:17][CH2:16][C@H:15]([C:18]#[C:19][CH2:20][N:28]3[CH2:33][CH2:32][CH2:31][CH2:30][CH2:29]3)[CH2:14][CH2:13]2)=[CH:4][CH:3]=1. The catalyst class is: 5. (5) Reactant: [Cl:1][C:2]1[C:3](F)=[C:4]([F:28])[CH:5]=[C:6]2[C:11]=1[N:10]([CH:12]1[CH2:14][CH2:13]1)[CH:9]=[C:8]([C:15]([NH:17][CH2:18][C:19]1[CH:24]=[CH:23][C:22]([Cl:25])=[CH:21][C:20]=1[Cl:26])=[O:16])[C:7]2=[O:27].Cl.[O:31]=[C:32]1[CH2:36][C:35]2([CH2:41][CH2:40][NH:39][CH2:38][CH2:37]2)[CH2:34][NH:33]1.C(N(CC)C(C)C)(C)C. Product: [Cl:1][C:2]1[C:3]([N:39]2[CH2:38][CH2:37][C:35]3([CH2:34][NH:33][C:32](=[O:31])[CH2:36]3)[CH2:41][CH2:40]2)=[C:4]([F:28])[CH:5]=[C:6]2[C:11]=1[N:10]([CH:12]1[CH2:14][CH2:13]1)[CH:9]=[C:8]([C:15]([NH:17][CH2:18][C:19]1[CH:24]=[CH:23][C:22]([Cl:25])=[CH:21][C:20]=1[Cl:26])=[O:16])[C:7]2=[O:27]. The catalyst class is: 16.